Dataset: Catalyst prediction with 721,799 reactions and 888 catalyst types from USPTO. Task: Predict which catalyst facilitates the given reaction. (1) Reactant: C(N(C(C)C)CC)(C)C.[Br-].[CH:11]1[C:28]2=[C:29]3[C:18]([C:19]4[C:30]5[C:23](=[CH:24][CH:25]=[CH:26][C:27]2=5)[CH:22]=[CH:21][CH:20]=4)=[CH:17][CH:16]=[CH:15][C:14]3=[CH:13][CH:12]=1.[C:31]1([P:37]([C:54]2[CH:59]=[CH:58][CH:57]=[CH:56][CH:55]=2)CCC[P:37]([C:31]2[CH:32]=[CH:33][CH:34]=[CH:35][CH:36]=2)[C:54]2[CH:55]=[CH:56][CH:57]=[CH:58][CH:59]=2)[CH:36]=[CH:35][CH:34]=[CH:33][CH:32]=1.[C:60](OCC)(=[O:62])C.CS(C)=[O:68]. Product: [CH3:60][O:62][C:34]1[CH:35]=[CH:36][C:31]([P:37](=[O:68])([C:54]2[CH:59]=[CH:58][CH:57]=[CH:56][CH:55]=2)[C:26]2[C:27]3=[C:30]4[C:19]([C:18]5[C:29]6[C:14](=[CH:13][CH:12]=[CH:11][C:28]3=6)[CH:15]=[CH:16][CH:17]=5)=[CH:20][CH:21]=[CH:22][C:23]4=[CH:24][CH:25]=2)=[CH:32][CH:33]=1. The catalyst class is: 167. (2) Reactant: [CH3:1][O:2][C:3]1[CH:4]=[C:5]2[C:10](=[CH:11][C:12]=1[O:13][CH3:14])[N:9]=[CH:8][CH:7]=[C:6]2[O:15][C:16]1[CH:22]=[CH:21][C:19]([NH2:20])=[CH:18][CH:17]=1.Cl[C:24](Cl)([O:26][C:27](=[O:33])OC(Cl)(Cl)Cl)Cl.C[C:36]1[CH:41]=[CH:40][CH:39]=[C:38]([CH3:42])[C:37]=1O.C(=O)(O)[O-].[Na+]. Product: [CH3:1][O:2][C:3]1[CH:4]=[C:5]2[C:10](=[CH:11][C:12]=1[O:13][CH3:14])[N:9]=[CH:8][CH:7]=[C:6]2[O:15][C:16]1[CH:22]=[CH:21][C:19]([NH:20][C:27](=[O:33])[O:26][C:24]2[C:40]([CH3:39])=[CH:41][CH:36]=[CH:37][C:38]=2[CH3:42])=[CH:18][CH:17]=1. The catalyst class is: 208. (3) Reactant: [C:1]([O:5][C:6]([N:8]1[CH2:12][CH2:11][CH:10]([C:13]([OH:15])=O)[CH2:9]1)=[O:7])([CH3:4])([CH3:3])[CH3:2].Cl.[CH3:17][NH:18][O:19][CH3:20].Cl.CN(C)CCCN=C=NCC.ON1C2C=CC=CC=2N=N1.C(N(C(C)C)CC)(C)C. Product: [C:1]([O:5][C:6]([N:8]1[CH2:12][CH2:11][CH:10]([C:13](=[O:15])[N:18]([O:19][CH3:20])[CH3:17])[CH2:9]1)=[O:7])([CH3:2])([CH3:3])[CH3:4]. The catalyst class is: 3. (4) Reactant: [CH2:1]([O:8][C:9]([NH:11][C@H:12]1[CH2:17][CH2:16][C@H:15]([C:18]([O:20]CC)=[O:19])[CH2:14][C@H:13]1[NH:23][C:24]([O:26][C:27]([CH3:30])([CH3:29])[CH3:28])=[O:25])=[O:10])[C:2]1[CH:7]=[CH:6][CH:5]=[CH:4][CH:3]=1.O.[OH-].[Li+].Cl. Product: [C:18]([C@H:15]1[CH2:16][CH2:17][C@H:12]([NH:11][C:9]([O:8][CH2:1][C:2]2[CH:3]=[CH:4][CH:5]=[CH:6][CH:7]=2)=[O:10])[C@H:13]([NH:23][C:24]([O:26][C:27]([CH3:30])([CH3:29])[CH3:28])=[O:25])[CH2:14]1)([OH:20])=[O:19]. The catalyst class is: 7.